Dataset: Peptide-MHC class I binding affinity with 185,985 pairs from IEDB/IMGT. Task: Regression. Given a peptide amino acid sequence and an MHC pseudo amino acid sequence, predict their binding affinity value. This is MHC class I binding data. (1) The peptide sequence is VVTVLWALY. The MHC is HLA-A29:02 with pseudo-sequence HLA-A29:02. The binding affinity (normalized) is 0.872. (2) The peptide sequence is WLSLLVPFV. The MHC is HLA-A31:01 with pseudo-sequence HLA-A31:01. The binding affinity (normalized) is 0.134. (3) The peptide sequence is SEYKAAGYL. The MHC is HLA-A03:01 with pseudo-sequence HLA-A03:01. The binding affinity (normalized) is 0.0847. (4) The peptide sequence is YCNYTRFWY. The MHC is HLA-A30:02 with pseudo-sequence HLA-A30:02. The binding affinity (normalized) is 0.434.